Dataset: Catalyst prediction with 721,799 reactions and 888 catalyst types from USPTO. Task: Predict which catalyst facilitates the given reaction. (1) Reactant: C([N:8]1[C:16]2[C:11](=[CH:12][CH:13]=[CH:14][CH:15]=2)[C:10]([C:17]2[NH:21][N:20]=[C:19]([NH:22][C:23]3[CH:28]=[CH:27][CH:26]=[CH:25][CH:24]=3)[CH:18]=2)=[CH:9]1)(OC(C)(C)C)=O. Product: [NH:8]1[C:16]2[C:11](=[CH:12][CH:13]=[CH:14][CH:15]=2)[C:10]([C:17]2[NH:21][N:20]=[C:19]([NH:22][C:23]3[CH:28]=[CH:27][CH:26]=[CH:25][CH:24]=3)[CH:18]=2)=[CH:9]1. The catalyst class is: 137. (2) Reactant: [CH3:1][NH:2][C:3](=[O:36])[C:4]1[CH:9]=[CH:8][C:7]([NH:10][C:11]2[N:12]=[C:13]([NH:30][CH2:31][C:32]([F:35])([F:34])[F:33])[C:14]3[CH:19]=[CH:18][N:17](S(C4C=CC(C)=CC=4)(=O)=O)[C:15]=3[N:16]=2)=[CH:6][CH:5]=1.C[O-].[Na+]. Product: [CH3:1][NH:2][C:3](=[O:36])[C:4]1[CH:9]=[CH:8][C:7]([NH:10][C:11]2[NH:16][C:15]3=[N:17][CH:18]=[CH:19][C:14]3=[C:13]([NH:30][CH2:31][C:32]([F:34])([F:35])[F:33])[N:12]=2)=[CH:6][CH:5]=1. The catalyst class is: 5. (3) Product: [Cl:19][C:16]1[CH:17]=[C:18]2[C:13](=[CH:14][CH:15]=1)[N:12]([CH2:20][C:21]1[CH:26]=[C:25]([C:27]3[CH:32]=[CH:31][CH:30]=[CH:29][CH:28]=3)[N:24]=[C:23]([C:33]3[CH:34]=[CH:35][CH:36]=[CH:37][CH:38]=3)[CH:22]=1)[CH:11]=[C:10]2[C:8](=[O:9])[CH2:7][CH2:6][C:5]([OH:39])=[O:4]. The catalyst class is: 193. Reactant: [OH-].[Na+].C[O:4][C:5](=[O:39])[CH2:6][CH2:7][C:8]([C:10]1[C:18]2[C:13](=[CH:14][CH:15]=[C:16]([Cl:19])[CH:17]=2)[N:12]([CH2:20][C:21]2[CH:26]=[C:25]([C:27]3[CH:32]=[CH:31][CH:30]=[CH:29][CH:28]=3)[N:24]=[C:23]([C:33]3[CH:38]=[CH:37][CH:36]=[CH:35][CH:34]=3)[CH:22]=2)[CH:11]=1)=[O:9].Cl.